Task: Binary Classification. Given a miRNA mature sequence and a target amino acid sequence, predict their likelihood of interaction.. Dataset: Experimentally validated miRNA-target interactions with 360,000+ pairs, plus equal number of negative samples (1) The miRNA is mmu-miR-3063-3p with sequence UGAGGAAUCCUGAUCUCUCGCC. The protein sequence of the target gene is MHRAPSPTAEQPPGRGDNTRRTPQPRFKASAPAMALPRTLGELQLYRVLQRANLLSYYETFIQQGGDDVQQLCEAGEEEFLEIMALVGMATKPLHVRRLQKALREWATNPGLFSQPVPAVPVSSIPLFKISETAGTRKGSMSNGHGSPGEKAGSARSFSPKSPLELGEKLSPLPGGPGAGDPRIWPGQSTPESDVGAGGEEEAGSPPFSPPAGGGVSEGPGVGGVAAGGAGGGPDRLEPEMVRMVVESVERIFRSFPRGDTGEIASLLKLNKKLARSVGHIFEMDDHDAQKEEEIRKYSV.... Result: 0 (no interaction). (2) The protein sequence of the target gene is MASVSLLSALAVRLLRPTHGCHPRLQPFHLAAVRNEAVVISGRKLAQQIKQEVQQEVEEWVASGNKRPHLSVILVGDNPASHSYVLNKTRAAAEVGINSETIVKPASVSEEELLNSIRKLNNDENVDGLLVQLPLPEHIDERKVCNAVSPDKDVDGFHVINVGRMCLDQYSMLPATPWGVWEIIKRTGIPTLGKNVVVAGRSKNVGMPIAMLLHTDGAHERPGGDATVTISHRYTPKEQLKKHTILADIVISAAGIPNLITADMIKEGAAVIDVGINRVQDPVTAKPKLVGDVDFEGVKK.... Result: 0 (no interaction). The miRNA is mmu-miR-365-3p with sequence UAAUGCCCCUAAAAAUCCUUAU. (3) The miRNA is hsa-miR-3147 with sequence GGUUGGGCAGUGAGGAGGGUGUGA. Result: 0 (no interaction). The protein sequence of the target gene is MGKKSRVKTQKSGTGATATVSPKEILNLTSELLQKCSSPAPGPGKEWEEYVQIRTLVEKIRKKQKGLSVTFDGKREDYFPDLMKWASENGASVEGFEMVNFKEEGFGLRATRDIKAEELFLWVPRKLLMTVESAKNSVLGPLYSQDRILQAMGNIALAFHLLCERASPNSFWQPYIQTLPSEYDTPLYFEEDEVRYLQSTQAIHDVFSQYKNTARQYAYFYKVIQTHPHANKLPLKDSFTYEDYRWAVSSVMTRQNQIPTEDGSRVTLALIPLWDMCNHTNGLITTGYNLEDDRCECVAL.... (4) The miRNA is hsa-miR-33b-3p with sequence CAGUGCCUCGGCAGUGCAGCCC. The protein sequence of the target gene is MPSARFGRRGIVLLTLGLVGPCGVGGAAAGSSTGIMALRFLLGFLLAGVDLGVYLMRLELCDPTQRLRVALAGELVGVGGHFLFLGLALVSKDWRFLQRMITAPCILFLFYGWPGLFLESARWLIVKRQIEEAQSVLRILAERNRPHGQMLGEEAQEALQELENTCPLPATSTFSFASLLNYRNIWKNLLILGFTNFIAHAIRHCYQPVGGGGSPSDFYLCSLLASGTAALACVFLGVTVDRFGRRGILLLSMTLTGIASLVLLGLWDYLNDAAITTFSVLGLFSSQASAILSTLLASEV.... Result: 0 (no interaction).